This data is from Forward reaction prediction with 1.9M reactions from USPTO patents (1976-2016). The task is: Predict the product of the given reaction. (1) Given the reactants [NH2:1][C:2]1[N:7]=[C:6]([C:8]2[CH:15]=[CH:14][C:11]([C:12]#[N:13])=[C:10](F)[CH:9]=2)[CH:5]=[C:4]([N:17]2[CH2:22][CH2:21]O[CH:19]([C:23]3[NH:27][C:26]4[CH:28]=[CH:29][C:30]([F:32])=[CH:31][C:25]=4[N:24]=3)[CH2:18]2)[N:3]=1.[OH2:33].[NH2:34][NH2:35], predict the reaction product. The product is: [NH2:1][C:2]1[N:7]=[C:6]([C:8]2[CH:9]=[C:10]3[C:11]([C:12]([NH2:13])=[N:34][NH:35]3)=[CH:14][CH:15]=2)[CH:5]=[C:4]([N:17]2[CH2:22][CH2:21][O:33][CH:19]([C:23]3[NH:27][C:26]4[CH:28]=[CH:29][C:30]([F:32])=[CH:31][C:25]=4[N:24]=3)[CH2:18]2)[N:3]=1. (2) Given the reactants Br[C:2]1[CH:3]=[N:4][C:5]([NH:8][CH:9]2[CH2:11][CH2:10]2)=[N:6][CH:7]=1.Br[C:13]1[CH:14]=[CH:15][C:16]([NH2:19])=[N:17][CH:18]=1, predict the reaction product. The product is: [NH2:19][C:16]1[N:17]=[CH:18][C:13]([C:2]2[CH:3]=[N:4][C:5]([NH:8][CH:9]3[CH2:11][CH2:10]3)=[N:6][CH:7]=2)=[CH:14][CH:15]=1. (3) Given the reactants [NH2:1][C:2]1[C:11]2[C:6](=[C:7](Br)[CH:8]=[CH:9][CH:10]=2)[N:5]=[N:4][C:3]=1[C:13]([NH:15][CH2:16][CH2:17][CH3:18])=[O:14].[F:19][C:20]1[CH:25]=[CH:24][CH:23]=[C:22]([O:26][CH3:27])[C:21]=1B(O)O.O1CCCC1.C(=O)([O-])[O-].[Na+].[Na+], predict the reaction product. The product is: [NH2:1][C:2]1[C:11]2[C:6](=[C:7]([C:21]3[C:22]([O:26][CH3:27])=[CH:23][CH:24]=[CH:25][C:20]=3[F:19])[CH:8]=[CH:9][CH:10]=2)[N:5]=[N:4][C:3]=1[C:13]([NH:15][CH2:16][CH2:17][CH3:18])=[O:14]. (4) Given the reactants [CH2:1]([Mg]Cl)[CH2:2][CH2:3][CH3:4].[Br:7][C:8]1[CH:15]=[CH:14][CH:13]=[CH:12][C:9]=1[CH:10]=[O:11], predict the reaction product. The product is: [Br:7][C:8]1[CH:15]=[CH:14][CH:13]=[CH:12][C:9]=1[CH:10]([OH:11])[CH2:1][CH2:2][CH2:3][CH3:4]. (5) The product is: [Cl:1][C:2]1[C:6]([Cl:7])=[C:5]([CH3:8])[NH:4][C:3]=1[C:9]([NH:11][CH:12]1[CH2:17][CH2:16][N:15]([C:18]2[S:19][C:20]([C:23]3[NH:27][N:26]=[N:25][N:24]=3)=[CH:21][N:22]=2)[CH2:14][CH2:13]1)=[O:10]. Given the reactants [Cl:1][C:2]1[C:6]([Cl:7])=[C:5]([CH3:8])[NH:4][C:3]=1[C:9]([NH:11][CH:12]1[CH2:17][CH2:16][N:15]([C:18]2[S:19][C:20]([C:23]#[N:24])=[CH:21][N:22]=2)[CH2:14][CH2:13]1)=[O:10].[N-:25]=[N+:26]=[N-:27].[Na+].[Cl-].[NH4+], predict the reaction product. (6) Given the reactants [CH3:1][C:2]1([C:15]2[CH:20]=[CH:19][CH:18]=[CH:17][CH:16]=2)[C:6](=[O:7])[CH:5]=[C:4](/[CH:8]=[CH:9]/[C:10]2[CH:14]=[CH:13][S:12][CH:11]=2)[O:3]1.[NH2:21][C@H:22]([C:25]([OH:27])=[O:26])[CH2:23][SH:24], predict the reaction product. The product is: [NH2:21][C@@H:22]([CH2:23][S:24][CH:9]([C:10]1[CH:14]=[CH:13][S:12][CH:11]=1)[CH2:8][C:4]1[O:3][C:2]([CH3:1])([C:15]2[CH:20]=[CH:19][CH:18]=[CH:17][CH:16]=2)[C:6](=[O:7])[CH:5]=1)[C:25]([OH:27])=[O:26]. (7) Given the reactants [H-].[Na+].[Br:3][C:4]1[N:5]=[C:6]([C:11]2[CH:16]=[CH:15][CH:14]=[CH:13][C:12]=2[Cl:17])[C:7]([NH2:10])=[N:8][CH:9]=1.Br[CH2:19][CH2:20][CH2:21][CH2:22]Cl.C(O)(=O)CC(CC(O)=O)(C(O)=O)O, predict the reaction product. The product is: [Br:3][C:4]1[N:5]=[C:6]([C:11]2[CH:16]=[CH:15][CH:14]=[CH:13][C:12]=2[Cl:17])[C:7]([N:10]2[CH2:22][CH2:21][CH2:20][CH2:19]2)=[N:8][CH:9]=1. (8) Given the reactants [Cl:1][C:2]1[CH:7]=[CH:6][C:5]([O:8][CH2:9][CH2:10][N:11]2[CH2:16][CH2:15][CH2:14][CH2:13][CH2:12]2)=[CH:4][C:3]=1[NH:17][C:18](=[O:28])/[C:19](/[CH3:27])=[CH:20]/C1C=CC=CC=1.[Cl-].[Cl-].[Cl-].[Al+3], predict the reaction product. The product is: [Cl:1][C:2]1[CH:7]=[CH:6][C:5]([O:8][CH2:9][CH2:10][N:11]2[CH2:12][CH2:13][CH2:14][CH2:15][CH2:16]2)=[C:4]2[C:3]=1[NH:17][C:18](=[O:28])[C:19]([CH3:20])=[CH:27]2. (9) Given the reactants [F:1][C:2]1[CH:3]=[C:4]([NH:24][C:25](=[O:38])[CH2:26][C:27]([NH:29][C:30]2[CH:35]=[CH:34][CH:33]=[CH:32][C:31]=2[O:36]C)=[O:28])[CH:5]=[CH:6][C:7]=1[O:8][C:9]1[CH:14]=[CH:13][N:12]=[C:11]2[CH:15]=[C:16]([C:18]3[N:22]([CH3:23])[CH:21]=[N:20][CH:19]=3)[S:17][C:10]=12.B(Br)(Br)Br, predict the reaction product. The product is: [F:1][C:2]1[CH:3]=[C:4]([NH:24][C:25](=[O:38])[CH2:26][C:27]([NH:29][C:30]2[CH:35]=[CH:34][CH:33]=[CH:32][C:31]=2[OH:36])=[O:28])[CH:5]=[CH:6][C:7]=1[O:8][C:9]1[CH:14]=[CH:13][N:12]=[C:11]2[CH:15]=[C:16]([C:18]3[N:22]([CH3:23])[CH:21]=[N:20][CH:19]=3)[S:17][C:10]=12.